This data is from Catalyst prediction with 721,799 reactions and 888 catalyst types from USPTO. The task is: Predict which catalyst facilitates the given reaction. (1) Reactant: [NH2:1][C:2]1[CH:7]=[CH:6][C:5]([CH:8]([CH3:13])[C:9]([O:11][CH3:12])=[O:10])=[CH:4][CH:3]=1.[Cl:14][CH2:15][CH2:16][N:17]=[C:18]=[O:19]. Product: [Cl:14][CH2:15][CH2:16][NH:17][C:18]([NH:1][C:2]1[CH:3]=[CH:4][C:5]([CH:8]([CH3:13])[C:9]([O:11][CH3:12])=[O:10])=[CH:6][CH:7]=1)=[O:19]. The catalyst class is: 4. (2) Reactant: [Si:1]([O:8][C@H:9]1[C@H:13]([CH2:14][CH3:15])[NH:12][C:11](=[O:16])[CH2:10]1)([C:4]([CH3:7])([CH3:6])[CH3:5])([CH3:3])[CH3:2].I[C:18]1[CH:25]=[CH:24][C:21]([C:22]#[N:23])=[C:20]([C:26]([F:29])([F:28])[F:27])[CH:19]=1.C(=O)([O-])[O-].[Cs+].[Cs+].C1(P(C2C=CC=CC=2)C2C3OC4C(=CC=CC=4P(C4C=CC=CC=4)C4C=CC=CC=4)C(C)(C)C=3C=CC=2)C=CC=CC=1. Product: [Si:1]([O:8][C@@H:9]1[CH2:10][C:11](=[O:16])[N:12]([C:18]2[CH:25]=[CH:24][C:21]([C:22]#[N:23])=[C:20]([C:26]([F:27])([F:29])[F:28])[CH:19]=2)[C@H:13]1[CH2:14][CH3:15])([C:4]([CH3:7])([CH3:6])[CH3:5])([CH3:3])[CH3:2]. The catalyst class is: 110. (3) Reactant: [CH3:1][CH:2]1[CH2:7][N:6]([C:8]2[CH:32]=[CH:31][C:11]3[NH:12][C:13]([C:15]4[C:23]5[C:18](=[CH:19][CH:20]=[C:21]([NH2:24])[CH:22]=5)[N:17]([CH:25]5[CH2:30][CH2:29][CH2:28][CH2:27][O:26]5)[N:16]=4)=[N:14][C:10]=3[CH:9]=2)[CH2:5][CH2:4][O:3]1.N1(O)C2C=CC=CC=2N=N1.C(Cl)CCl.C(=O)(O)[O-].[Na+].[F:52][C:53]1([F:59])[CH2:55][CH:54]1[C:56](O)=[O:57]. Product: [F:52][C:53]1([F:59])[CH2:55][CH:54]1[C:56]([NH:24][C:21]1[CH:22]=[C:23]2[C:18](=[CH:19][CH:20]=1)[N:17]([CH:25]1[CH2:30][CH2:29][CH2:28][CH2:27][O:26]1)[N:16]=[C:15]2[C:13]1[NH:12][C:11]2[CH:31]=[CH:32][C:8]([N:6]3[CH2:5][CH2:4][O:3][CH:2]([CH3:1])[CH2:7]3)=[CH:9][C:10]=2[N:14]=1)=[O:57]. The catalyst class is: 3. (4) Reactant: [C:1]([O:5][C:6](=[O:14])[NH:7][C:8]1([C:11](=O)[NH2:12])[CH2:10][CH2:9]1)([CH3:4])([CH3:3])[CH3:2].N1C(Cl)=NC(Cl)=NC=1Cl. Product: [C:1]([O:5][C:6](=[O:14])[NH:7][C:8]1([C:11]#[N:12])[CH2:10][CH2:9]1)([CH3:4])([CH3:2])[CH3:3]. The catalyst class is: 18. (5) The catalyst class is: 7. Product: [Cl:23][C:21]1[CH:20]=[CH:19][C:16]([C:17]#[N:18])=[C:15]([CH:22]=1)[O:14][C@@H:10]([CH2:11][OH:12])[CH2:9][CH2:8][NH:7][C:1](=[O:5])[O:6][C:16]([CH3:19])([CH3:17])[CH3:15]. Reactant: [C:1]([OH:6])(=[O:5])C(O)=O.[NH2:7][CH2:8][CH2:9][C@@H:10]([O:14][C:15]1[CH:22]=[C:21]([Cl:23])[CH:20]=[CH:19][C:16]=1[C:17]#[N:18])[CH2:11][O:12]C.[BH4-].[Li+].CO. (6) Reactant: [CH3:1][C:2]1([CH3:22])[CH2:11][CH2:10][C:9]([CH3:13])([CH3:12])[C:8]2[CH:7]=[C:6]([CH:14]([CH2:17][CH2:18][CH2:19][CH2:20][CH3:21])[CH2:15][OH:16])[CH:5]=[CH:4][C:3]1=2.C1(P(C2C=CC=CC=2)C2C=CC=CC=2)C=CC=CC=1.O[C:43]1[CH:53]=[CH:52][C:46]([C:47]([O:49][CH2:50][CH3:51])=[O:48])=[CH:45][CH:44]=1.N(C(OCC)=O)=NC(OCC)=O. Product: [CH3:1][C:2]1([CH3:22])[CH2:11][CH2:10][C:9]([CH3:12])([CH3:13])[C:8]2[CH:7]=[C:6]([CH:14]([CH2:17][CH2:18][CH2:19][CH2:20][CH3:21])[CH2:15][O:16][C:43]3[CH:53]=[CH:52][C:46]([C:47]([O:49][CH2:50][CH3:51])=[O:48])=[CH:45][CH:44]=3)[CH:5]=[CH:4][C:3]1=2. The catalyst class is: 165. (7) The catalyst class is: 28. Product: [CH2:1]([N:6]1[C:13](=[O:14])[C:12](=[O:16])[C:8]2[S:9][CH:10]=[CH:11][C:7]1=2)[CH2:2][CH2:3][CH2:4][CH3:5]. Reactant: [CH2:1]([NH:6][C:7]1[CH:11]=[CH:10][S:9][CH:8]=1)[CH2:2][CH2:3][CH2:4][CH3:5].[C:12](Cl)(=[O:16])[C:13](Cl)=[O:14].